From a dataset of Forward reaction prediction with 1.9M reactions from USPTO patents (1976-2016). Predict the product of the given reaction. (1) Given the reactants [Cl:1][C:2]1[C:16]([Cl:17])=[CH:15][C:5]2[NH:6][C:7]([C:9](=[O:14])[C:10]([F:13])([F:12])[F:11])=[N:8][C:4]=2[CH:3]=1.[C:18]([Mg]Br)#[C:19][CH3:20], predict the reaction product. The product is: [Cl:17][C:16]1[C:2]([Cl:1])=[CH:3][C:4]2[NH:8][C:7]([C:9]([OH:14])([C:18]#[C:19][CH3:20])[C:10]([F:13])([F:11])[F:12])=[N:6][C:5]=2[CH:15]=1. (2) Given the reactants O[CH:2]1[CH2:9][CH2:8][CH2:7][CH:6]=[CH:5][CH2:4][CH2:3]1.N1C=CC=CC=1.[CH3:16][S:17](Cl)(=[O:19])=[O:18], predict the reaction product. The product is: [S:17]([CH:2]1[CH2:9][CH2:8][CH2:7][CH:6]=[CH:5][CH2:4][CH2:3]1)([CH3:16])(=[O:19])=[O:18]. (3) Given the reactants O[CH2:2][C:3]1[C:11]2[O:10][N:9]=[C:8]([CH2:12][CH2:13][CH:14]3[CH2:19][CH2:18][N:17]([C:20]([O:22][C:23]([CH3:26])([CH3:25])[CH3:24])=[O:21])[CH2:16][CH2:15]3)[C:7]=2[CH:6]=[CH:5][C:4]=1[C:27]1[CH:32]=[CH:31][CH:30]=[CH:29][CH:28]=1.CS(Cl)(=O)=O.[CH3:38][NH:39][CH3:40].[I-].[Na+].C(=O)(O)[O-].[Na+], predict the reaction product. The product is: [CH3:38][N:39]([CH2:2][C:3]1[C:11]2[O:10][N:9]=[C:8]([CH2:12][CH2:13][CH:14]3[CH2:19][CH2:18][N:17]([C:20]([O:22][C:23]([CH3:25])([CH3:24])[CH3:26])=[O:21])[CH2:16][CH2:15]3)[C:7]=2[CH:6]=[CH:5][C:4]=1[C:27]1[CH:32]=[CH:31][CH:30]=[CH:29][CH:28]=1)[CH3:40]. (4) Given the reactants [F:1][C:2]1[CH:7]=[CH:6][C:5]([C:8]([F:11])([F:10])[F:9])=[CH:4][C:3]=1[NH:12][C:13]1[C:22]2[C:17](=[C:18]([NH2:23])[CH:19]=[CH:20][CH:21]=2)[N:16]=[CH:15][N:14]=1.[Cl:24][C:25]1[C:30]([C:31](O)=[O:32])=[C:29]([F:34])[C:28]([CH2:35][NH:36][C:37](=[O:42])[C:38]([CH3:41])([CH3:40])[CH3:39])=[CH:27][CH:26]=1.C(Cl)(=O)C(Cl)=O.CCN(C(C)C)C(C)C, predict the reaction product. The product is: [Cl:24][C:25]1[C:30]([C:31]([NH:23][C:18]2[CH:19]=[CH:20][CH:21]=[C:22]3[C:17]=2[N:16]=[CH:15][N:14]=[C:13]3[NH:12][C:3]2[CH:4]=[C:5]([C:8]([F:9])([F:10])[F:11])[CH:6]=[CH:7][C:2]=2[F:1])=[O:32])=[C:29]([F:34])[C:28]([CH2:35][NH:36][C:37](=[O:42])[C:38]([CH3:40])([CH3:39])[CH3:41])=[CH:27][CH:26]=1. (5) Given the reactants C([Li])CCC.[N:6]1([C:11]2[CH:32]=[CH:31][C:14]([CH2:15][C:16]3[C:17]([O:29][CH3:30])=[N:18][C:19]4[C:24]([C:25]=3[Cl:26])=[CH:23][C:22](Br)=[CH:21][C:20]=4[CH3:28])=[CH:13][CH:12]=2)[CH:10]=[CH:9][CH:8]=[N:7]1.[CH3:33][N:34]1[C:38]([C:39]([C:41]2[N:45]([CH3:46])[CH:44]=[N:43][CH:42]=2)=[O:40])=[CH:37][N:36]=[CH:35]1.[NH4+].[Cl-], predict the reaction product. The product is: [N:6]1([C:11]2[CH:32]=[CH:31][C:14]([CH2:15][C:16]3[C:17]([O:29][CH3:30])=[N:18][C:19]4[C:24]([C:25]=3[Cl:26])=[CH:23][C:22]([C:39]([C:38]3[N:34]([CH3:33])[CH:35]=[N:36][CH:37]=3)([C:41]3[N:45]([CH3:46])[CH:44]=[N:43][CH:42]=3)[OH:40])=[CH:21][C:20]=4[CH3:28])=[CH:13][CH:12]=2)[CH:10]=[CH:9][CH:8]=[N:7]1. (6) Given the reactants COC1C=C(OC)C=CC=1C[N:6]1[C:11](=[O:12])[C:10]2[CH:13]=[C:14]([CH2:16][CH3:17])[S:15][C:9]=2[NH:8][C:7]1=[O:18].[F:25][C:26]1[CH:27]=[C:28]([C:40]#[N:41])[C:29]([C:32]2[CH:37]=[CH:36][C:35]([CH2:38]O)=[CH:34][CH:33]=2)=[CH:30][CH:31]=1.N(C(N1CCCCC1)=O)=NC(N1CCCCC1)=O.C(P(CCCC)CCCC)CCC, predict the reaction product. The product is: [CH2:16]([C:14]1[S:15][C:9]2[N:8]([CH2:38][C:35]3[CH:36]=[CH:37][C:32]([C:29]4[C:28]([C:40]#[N:41])=[CH:27][C:26]([F:25])=[CH:31][CH:30]=4)=[CH:33][CH:34]=3)[C:7](=[O:18])[NH:6][C:11](=[O:12])[C:10]=2[CH:13]=1)[CH3:17].